Dataset: Catalyst prediction with 721,799 reactions and 888 catalyst types from USPTO. Task: Predict which catalyst facilitates the given reaction. (1) Reactant: [Br:1][C:2]1[C:3](=[O:21])[N:4]([C:10]2[CH:11]=[C:12]([CH:17]=[CH:18][C:19]=2[CH3:20])[C:13]([O:15][CH3:16])=[O:14])[C:5]([CH3:9])=[CH:6][C:7]=1[OH:8].C(=O)([O-])[O-].[K+].[K+].Br[CH2:29][C:30]1[CH:37]=[CH:36][C:35]([F:38])=[CH:34][C:31]=1[C:32]#[N:33].C(OCC)(=O)C. Product: [C:32]([C:31]1[CH:34]=[C:35]([F:38])[CH:36]=[CH:37][C:30]=1[CH2:29][O:8][C:7]1[CH:6]=[C:5]([CH3:9])[N:4]([C:10]2[CH:11]=[C:12]([CH:17]=[CH:18][C:19]=2[CH3:20])[C:13]([O:15][CH3:16])=[O:14])[C:3](=[O:21])[C:2]=1[Br:1])#[N:33]. The catalyst class is: 3. (2) Reactant: C1(P(C2C=CC=CC=2)C2C=CC=CC=2)C=CC=CC=1.[Cl:20][C:21]1[C:30]2[C:25](=[CH:26][CH:27]=[CH:28][CH:29]=2)[C:24](O)=[C:23]([CH2:32][CH2:33][CH2:34][OH:35])[N:22]=1.N(C(OC(C)C)=O)=NC(OC(C)C)=O. Product: [Cl:20][C:21]1[C:30]2[CH:29]=[CH:28][CH:27]=[CH:26][C:25]=2[C:24]2[O:35][CH2:34][CH2:33][CH2:32][C:23]=2[N:22]=1. The catalyst class is: 1.